This data is from Forward reaction prediction with 1.9M reactions from USPTO patents (1976-2016). The task is: Predict the product of the given reaction. (1) Given the reactants [C:1]([O:5][C:6]([N:8]1[CH2:13][CH2:12][N+:11]([O-])([C:14]2[CH:19]=[CH:18][CH:17]=[C:16]([N:20]3[CH2:29][C@H:28]4[N:24]([CH2:25][CH2:26][CH2:27]4)[C:23]4[N:30]=[C:31]([NH:34][CH2:35][CH3:36])[N:32]=[CH:33][C:22]=4[C:21]3=[O:37])[CH:15]=2)[CH2:10][CH2:9]1)=[O:7])([CH3:4])([CH3:3])[CH3:2].[H][H], predict the reaction product. The product is: [C:1]([O:5][C:6]([N:8]1[CH2:13][CH2:12][N:11]([C:14]2[CH:15]=[C:16]([N:20]3[CH2:29][C@H:28]4[N:24]([CH2:25][CH2:26][CH2:27]4)[C:23]4[N:30]=[C:31]([NH:34][CH2:35][CH3:36])[N:32]=[CH:33][C:22]=4[C:21]3=[O:37])[CH:17]=[CH:18][CH:19]=2)[CH2:10][CH2:9]1)=[O:7])([CH3:4])([CH3:3])[CH3:2]. (2) The product is: [C:1]([C:5]1[C:6]([NH:14][C:24](=[O:25])[CH2:23][C:20]2[CH:21]=[CH:22][C:17]([O:16][CH3:15])=[CH:18][CH:19]=2)=[N:7][N:8]2[CH:13]=[CH:12][CH:11]=[N:10][C:9]=12)([CH3:4])([CH3:2])[CH3:3]. Given the reactants [C:1]([C:5]1[C:6]([NH2:14])=[N:7][N:8]2[CH:13]=[CH:12][CH:11]=[N:10][C:9]=12)([CH3:4])([CH3:3])[CH3:2].[CH3:15][O:16][C:17]1[CH:22]=[CH:21][C:20]([CH2:23][C:24](O)=[O:25])=[CH:19][CH:18]=1, predict the reaction product. (3) Given the reactants [NH2:1][C:2]1[N:7]=[N:6][C:5]([CH2:8][CH2:9][CH2:10][CH2:11][N:12]2[CH:16]=[C:15]([C:17]([NH:19][CH3:20])=[O:18])[N:14]=[N:13]2)=[CH:4][CH:3]=1.N1C=CC=CC=1.[C:27](Cl)(=[O:35])[O:28][CH:29]1[CH2:34][CH2:33][CH2:32][CH2:31][CH2:30]1, predict the reaction product. The product is: [CH:29]1([O:28][C:27](=[O:35])[NH:1][C:2]2[N:7]=[N:6][C:5]([CH2:8][CH2:9][CH2:10][CH2:11][N:12]3[CH:16]=[C:15]([C:17](=[O:18])[NH:19][CH3:20])[N:14]=[N:13]3)=[CH:4][CH:3]=2)[CH2:34][CH2:33][CH2:32][CH2:31][CH2:30]1. (4) Given the reactants [Li:1]CCCC.[CH:6]([NH:9][CH:10]([CH3:12])[CH3:11])([CH3:8])[CH3:7].[CH2:13]([O:15][C:16](=[O:20])[CH2:17][O:18][CH3:19])[CH3:14].Br[CH2:22][C:23]1[C:32]2[C:27](=[CH:28][CH:29]=[CH:30][CH:31]=2)[C:26]([O:33][CH2:34][CH2:35][C:36]2[N:37]=[C:38]([C:42]3[CH:47]=[CH:46][CH:45]=[CH:44][CH:43]=3)[O:39][C:40]=2[CH3:41])=[CH:25][CH:24]=1.C(=O)=O, predict the reaction product. The product is: [Li+:1].[CH3:7][CH:6]([N-:9][CH:10]([CH3:12])[CH3:11])[CH3:8].[CH2:13]([O:15][C:16](=[O:20])[CH:17]([O:18][CH3:19])[CH2:22][C:23]1[C:32]2[C:27](=[CH:28][CH:29]=[CH:30][CH:31]=2)[C:26]([O:33][CH2:34][CH2:35][C:36]2[N:37]=[C:38]([C:42]3[CH:47]=[CH:46][CH:45]=[CH:44][CH:43]=3)[O:39][C:40]=2[CH3:41])=[CH:25][CH:24]=1)[CH3:14]. (5) Given the reactants Br[C:2]1[CH:6]=[CH:5][S:4][C:3]=1[C:7]([N:9]1[CH2:14][CH2:13][N:12]([CH2:15][C:16]2[CH:21]=[CH:20][CH:19]=[CH:18][CH:17]=2)[CH2:11][C@H:10]1[CH2:22][C:23]1[CH:28]=[CH:27][CH:26]=[CH:25][CH:24]=1)=[O:8].[O:29]([C:36]1[CH:41]=[CH:40][CH:39]=[CH:38][C:37]=1B(O)O)[C:30]1[CH:35]=[CH:34][CH:33]=[CH:32][CH:31]=1.C([O-])([O-])=O.[Na+].[Na+].CCO, predict the reaction product. The product is: [CH2:22]([C@@H:10]1[CH2:11][N:12]([CH2:15][C:16]2[CH:21]=[CH:20][CH:19]=[CH:18][CH:17]=2)[CH2:13][CH2:14][N:9]1[C:7]([C:3]1[S:4][CH:5]=[CH:6][C:2]=1[C:31]1[CH:32]=[CH:33][CH:34]=[CH:35][C:30]=1[O:29][C:36]1[CH:37]=[CH:38][CH:39]=[CH:40][CH:41]=1)=[O:8])[C:23]1[CH:28]=[CH:27][CH:26]=[CH:25][CH:24]=1. (6) Given the reactants [C:1]1(=[O:11])[C:9]2[CH:8]=[CH:7][N:6]=[CH:5][C:4]=2[C:3](=[O:10])[NH:2]1.O.O.[NH2:14]N, predict the reaction product. The product is: [C:1]1([OH:11])[N:14]=[N:2][C:3]([OH:10])=[C:4]2[CH:5]=[N:6][CH:7]=[CH:8][C:9]=12. (7) Given the reactants Cl[C:2]1[C:7]([CH2:8][CH3:9])=[C:6]([Cl:10])[N:5]=[CH:4][C:3]=1[C:11]([N:13]1[CH2:18][CH2:17][CH:16]([C:19]2[CH:24]=[CH:23][C:22]([F:25])=[CH:21][CH:20]=2)[CH2:15][CH2:14]1)=[O:12].[F:26][C:27]1[C:28]([CH3:34])=[C:29]([CH:31]=[CH:32][CH:33]=1)[NH2:30], predict the reaction product. The product is: [Cl:10][C:6]1[N:5]=[CH:4][C:3]([C:11]([N:13]2[CH2:18][CH2:17][CH:16]([C:19]3[CH:24]=[CH:23][C:22]([F:25])=[CH:21][CH:20]=3)[CH2:15][CH2:14]2)=[O:12])=[C:2]([NH:30][C:29]2[CH:31]=[CH:32][CH:33]=[C:27]([F:26])[C:28]=2[CH3:34])[C:7]=1[CH2:8][CH3:9]. (8) The product is: [N:1]1[CH:6]=[CH:5][CH:4]=[C:3]([N:7]2[C:10](=[O:14])[CH2:11][S:12][C:8]2=[S:9])[CH:2]=1. Given the reactants [N:1]1[CH:6]=[CH:5][CH:4]=[C:3]([N:7]=[C:8]=[S:9])[CH:2]=1.[C:10]([O:14]C)(=O)[CH2:11][SH:12].C(N(CC)CC)C, predict the reaction product.